From a dataset of Forward reaction prediction with 1.9M reactions from USPTO patents (1976-2016). Predict the product of the given reaction. (1) Given the reactants C([O-])([O-])=O.[Na+].[Na+].[N:7]1[CH:12]=[CH:11][CH:10]=[C:9](B(O)O)[CH:8]=1.Br[C:17]1[CH:26]=[CH:25][C:20]([CH:21]=[CH:22][CH:23]=[O:24])=[CH:19][CH:18]=1, predict the reaction product. The product is: [N:7]1[CH:12]=[CH:11][CH:10]=[C:9]([C:17]2[CH:26]=[CH:25][C:20]([CH:21]=[CH:22][CH:23]=[O:24])=[CH:19][CH:18]=2)[CH:8]=1. (2) Given the reactants Br.[OH:2][C:3]1[CH:8]=[CH:7][N:6]2[CH:9]=[C:10]([C:12]([C:14]3[CH:19]=[CH:18][CH:17]=[CH:16][CH:15]=3)=[O:13])[N:11]=[C:5]2[CH:4]=1.[C:20](=O)([O-])[O-].[K+].[K+].CI, predict the reaction product. The product is: [CH3:20][O:2][C:3]1[CH:8]=[CH:7][N:6]2[CH:9]=[C:10]([C:12]([C:14]3[CH:15]=[CH:16][CH:17]=[CH:18][CH:19]=3)=[O:13])[N:11]=[C:5]2[CH:4]=1. (3) The product is: [C:1]([NH:4][C:5]1[CH:6]=[C:7]([NH:11][C:12]([N:34]2[CH2:35][CH2:36][N:31]([C:29]3[S:28][N:27]=[C:26]([C:20]4[CH:25]=[CH:24][CH:23]=[CH:22][CH:21]=4)[N:30]=3)[CH2:32][CH2:33]2)=[O:19])[CH:8]=[CH:9][CH:10]=1)(=[O:3])[CH3:2]. Given the reactants [C:1]([NH:4][C:5]1[CH:6]=[C:7]([NH:11][C:12](=[O:19])OCC(Cl)(Cl)Cl)[CH:8]=[CH:9][CH:10]=1)(=[O:3])[CH3:2].[C:20]1([C:26]2[N:30]=[C:29]([N:31]3[CH2:36][CH2:35][NH:34][CH2:33][CH2:32]3)[S:28][N:27]=2)[CH:25]=[CH:24][CH:23]=[CH:22][CH:21]=1.C(N(C(C)C)CC)(C)C.CS(C)=O, predict the reaction product. (4) Given the reactants [C:1]([O:4][CH:5]([C:9]1[CH:14]=[CH:13][C:12]([O:15][CH3:16])=[CH:11][CH:10]=1)[C:6]([OH:8])=O)(=[O:3])[CH3:2].[NH2:17][C:18]1[CH:23]=[CH:22][CH:21]=[CH:20][N:19]=1, predict the reaction product. The product is: [CH3:16][O:15][C:12]1[CH:13]=[CH:14][C:9]([CH:5]([O:4][C:1](=[O:3])[CH3:2])[C:6](=[O:8])[NH:17][C:18]2[CH:23]=[CH:22][CH:21]=[CH:20][N:19]=2)=[CH:10][CH:11]=1. (5) Given the reactants [C:1](Cl)(=O)C.[Cl-].FC1C=CC=CC=1C[N+:14]1[CH2:23][CH2:22][C:21]2[C:16](=[CH:17][C:18]([O:26][CH3:27])=[C:19]([O:24][CH3:25])[CH:20]=2)[CH:15]=1, predict the reaction product. The product is: [CH3:1][C:15]1[C:16]2[C:21](=[CH:20][C:19]([O:24][CH3:25])=[C:18]([O:26][CH3:27])[CH:17]=2)[CH2:22][CH2:23][N:14]=1. (6) Given the reactants S(=O)(=O)(O)O.COCCOC[O:12][C:13]1[CH:33]=[CH:32][C:16]([C:17]([NH:19][CH2:20][C@H:21]([N:26]2[CH2:31][CH2:30][CH2:29][CH2:28][CH2:27]2)[C:22]([O:24][CH3:25])=[O:23])=[O:18])=[CH:15][CH:14]=1, predict the reaction product. The product is: [OH:12][C:13]1[CH:33]=[CH:32][C:16]([C:17]([NH:19][CH2:20][C@H:21]([N:26]2[CH2:27][CH2:28][CH2:29][CH2:30][CH2:31]2)[C:22]([O:24][CH3:25])=[O:23])=[O:18])=[CH:15][CH:14]=1. (7) Given the reactants [F:1][C:2]1[C:3]([NH:21][CH2:22][CH:23]2[CH2:27][CH2:26][CH2:25][NH:24]2)=[N:4][C:5]([NH:8][C:9]2[CH:10]=[N:11][C:12]([N:15]3[CH2:20][CH2:19][O:18][CH2:17][CH2:16]3)=[CH:13][CH:14]=2)=[N:6][CH:7]=1.[C:28]([CH2:30][C:31](O)=[O:32])#[N:29].CN(C(ON1N=NC2C=CC=NC1=2)=[N+](C)C)C.F[P-](F)(F)(F)(F)F, predict the reaction product. The product is: [F:1][C:2]1[C:3]([NH:21][CH2:22][CH:23]2[CH2:27][CH2:26][CH2:25][N:24]2[C:31](=[O:32])[CH2:30][C:28]#[N:29])=[N:4][C:5]([NH:8][C:9]2[CH:10]=[N:11][C:12]([N:15]3[CH2:20][CH2:19][O:18][CH2:17][CH2:16]3)=[CH:13][CH:14]=2)=[N:6][CH:7]=1.